From a dataset of Full USPTO retrosynthesis dataset with 1.9M reactions from patents (1976-2016). Predict the reactants needed to synthesize the given product. (1) Given the product [CH3:16][N:15]([CH2:14][C:12]([OH:13])=[O:11])[C:17]([NH:19][C:1](=[O:9])[CH2:2][CH2:3][CH2:4][CH2:5][CH2:6][CH2:7][CH3:8])=[NH:18], predict the reactants needed to synthesize it. The reactants are: [C:1](Br)(=[O:9])[CH2:2][CH2:3][CH2:4][CH2:5][CH2:6][CH2:7][CH3:8].[O:11]=[C:12]([CH2:14][N:15]([C:17](=[NH:19])[NH2:18])[CH3:16])[OH:13].N1C=CC=CC=1.C(=O)=O. (2) Given the product [C:32]1([C:2]2[N:7]=[CH:6][C:5]([C:8]([N:10]3[C:16]4[CH:17]=[CH:18][CH:19]=[CH:20][C:15]=4[CH2:14][N:13]4[CH:21]=[CH:22][CH:23]=[C:12]4[CH2:11]3)=[O:9])=[CH:4][CH:3]=2)[C:33]2[C:28](=[CH:27][CH:26]=[CH:25][CH:24]=2)[CH:29]=[CH:30][CH:31]=1, predict the reactants needed to synthesize it. The reactants are: Cl[C:2]1[N:7]=[CH:6][C:5]([C:8]([N:10]2[C:16]3[CH:17]=[CH:18][CH:19]=[CH:20][C:15]=3[CH2:14][N:13]3[CH:21]=[CH:22][CH:23]=[C:12]3[CH2:11]2)=[O:9])=[CH:4][CH:3]=1.[C:24]1(B(O)O)[C:33]2[C:28](=[CH:29][CH:30]=[CH:31][CH:32]=2)[CH:27]=[CH:26][CH:25]=1.C(O)C.C(=O)([O-])[O-].[Na+].[Na+]. (3) Given the product [CH2:24]([N:31]1[CH2:36][CH2:35][C:34]([NH:37][C:19]([C:15]2[N:11]3[CH:12]=[CH:13][CH:14]=[C:9]([O:8][CH2:7][CH:1]4[CH2:2][CH2:3][CH2:4][CH2:5][CH2:6]4)[C:10]3=[N:17][C:16]=2[CH3:18])=[O:21])([CH3:38])[CH2:33][CH2:32]1)[C:25]1[CH:26]=[CH:27][CH:28]=[CH:29][CH:30]=1, predict the reactants needed to synthesize it. The reactants are: [CH:1]1([CH2:7][O:8][C:9]2[C:10]3[N:11]([C:15]([C:19]([OH:21])=O)=[C:16]([CH3:18])[N:17]=3)[CH:12]=[CH:13][CH:14]=2)[CH2:6][CH2:5][CH2:4][CH2:3][CH2:2]1.Cl.Cl.[CH2:24]([N:31]1[CH2:36][CH2:35][C:34]([CH3:38])([NH2:37])[CH2:33][CH2:32]1)[C:25]1[CH:30]=[CH:29][CH:28]=[CH:27][CH:26]=1.F[P-](F)(F)(F)(F)F.N1(OC(N(C)C)=[N+](C)C)C2N=CC=CC=2N=N1.C(N(C(C)C)CC)(C)C. (4) The reactants are: [CH3:1][O:2][C:3]1[CH:8]=[CH:7][C:6]([C:9]2[S:10][CH:11]=[CH:12][CH:13]=2)=[CH:5][CH:4]=1.[Br:14][C:15]1[CH:23]=[CH:22][C:18]([C:19](O)=O)=[C:17]([CH3:24])[CH:16]=1. Given the product [Br:14][C:15]1[CH:23]=[CH:22][C:18]([CH3:19])=[C:17]([CH2:24][C:11]2[S:10][C:9]([C:6]3[CH:5]=[CH:4][C:3]([O:2][CH3:1])=[CH:8][CH:7]=3)=[CH:13][CH:12]=2)[CH:16]=1, predict the reactants needed to synthesize it. (5) Given the product [Cl:25][C:26]1[CH:31]=[C:30]([N:6]2[CH2:5][C@:4]3([CH2:10][C@@H:9]([C:11]([O:13][C:14]([CH3:16])([CH3:17])[CH3:15])=[O:12])[N:8]([C:18]([O:20][C:21]([CH3:24])([CH3:23])[CH3:22])=[O:19])[CH2:7]3)[O:3][C:2]2=[O:1])[CH:29]=[CH:28][CH:27]=1, predict the reactants needed to synthesize it. The reactants are: [O:1]=[C:2]1[NH:6][CH2:5][C:4]2([CH2:10][C@@H:9]([C:11]([O:13][C:14]([CH3:17])([CH3:16])[CH3:15])=[O:12])[N:8]([C:18]([O:20][C:21]([CH3:24])([CH3:23])[CH3:22])=[O:19])[CH2:7]2)[O:3]1.[Cl:25][C:26]1[CH:27]=[C:28](Br)[CH:29]=[CH:30][CH:31]=1.